This data is from Catalyst prediction with 721,799 reactions and 888 catalyst types from USPTO. The task is: Predict which catalyst facilitates the given reaction. (1) Reactant: CC1C(=O)NC(=O)N2C=CSC=12.C(=O)([O-])[O-].[Cs+].[Cs+].[CH3:19][O:20][C:21](=[O:30])[C:22]1[CH:27]=[CH:26][C:25](CBr)=[CH:24][CH:23]=1. Product: [CH3:19][O:20][C:21](=[O:30])[C:22]1[CH:27]=[CH:26][CH:25]=[CH:24][CH:23]=1. The catalyst class is: 9. (2) Reactant: [Br:1][C:2]1[C:3](/[CH:10]=[CH:11]/[C:12]([O:14][CH2:15][CH3:16])=[O:13])=[CH:4][C:5]([O:8][CH3:9])=[N:6][CH:7]=1. Product: [Br:1][C:2]1[C:3]([CH2:10][CH2:11][C:12]([O:14][CH2:15][CH3:16])=[O:13])=[CH:4][C:5]([O:8][CH3:9])=[N:6][CH:7]=1. The catalyst class is: 691. (3) Reactant: [CH3:1][CH2:2][CH2:3][CH2:4][CH2:5][CH2:6][CH2:7][CH2:8][CH2:9][CH2:10][CH2:11][CH2:12][CH2:13][CH2:14][CH2:15][CH2:16][CH2:17][C:18]([O:20][CH2:21][CH:22]([O:44][C:45]([CH2:47][CH2:48][CH2:49][CH2:50][CH2:51][CH2:52][CH2:53][CH2:54][CH2:55][CH2:56][CH2:57][CH2:58][CH2:59][CH2:60][CH2:61][CH2:62][CH3:63])=[O:46])[CH2:23][O:24][C:25]([CH2:27][CH2:28][CH2:29][CH2:30][CH2:31][CH2:32][CH2:33][CH2:34][CH2:35][CH2:36][CH2:37][CH2:38][CH2:39][CH2:40][CH2:41][CH2:42][CH3:43])=[O:26])=[O:19].CCCCCCCC/C=C\CCCCCCCC(OCC(COC(CCCCCCC/C=C\CCCCCCCC)=O)OC(CCCCCCC/C=C\CCCCCCCC)=O)=O.[Na]. Product: [CH3:1][CH2:2][CH2:3][CH2:4][CH2:5][CH2:6][CH2:7][CH2:8][CH2:9][CH2:10][CH2:11][CH2:12][CH2:13][CH2:14][CH2:15][CH2:16][CH2:17][C:18]([O:20][CH2:21][CH:22]([O:44][C:45]([CH2:47][CH2:48][CH2:49][CH2:50][CH2:51][CH2:52][CH2:53][CH2:54][CH2:55][CH2:56][CH2:57][CH2:58][CH2:59][CH2:60][CH2:61][CH2:62][CH3:63])=[O:46])[CH2:23][O:24][C:25]([CH2:27][CH2:28][CH2:29][CH2:30][CH2:31][CH2:32][CH2:33][CH2:34][CH2:35][CH2:36][CH2:37][CH2:38][CH2:39][CH2:40][CH2:41][CH2:42][CH3:43])=[O:26])=[O:19]. The catalyst class is: 6. (4) Reactant: [ClH:1].[Br:2][C:3]1[CH:33]=[CH:32][C:6]([C:7]([CH:9]2[CH2:14][CH2:13][N:12]([CH2:15][C:16]3[CH:31]=[CH:30][C:19]([O:20][C:21]4[CH:29]=[CH:28][C:24]([C:25]([OH:27])=[O:26])=[CH:23][CH:22]=4)=[CH:18][CH:17]=3)[CH2:11][CH2:10]2)=O)=[CH:5][CH:4]=1.N1C=CC=CC=1.Cl.[CH2:41]([O:43][NH2:44])[CH3:42]. Product: [ClH:1].[Br:2][C:3]1[CH:4]=[CH:5][C:6](/[C:7](=[N:44]\[O:43][CH2:41][CH3:42])/[CH:9]2[CH2:14][CH2:13][N:12]([CH2:15][C:16]3[CH:17]=[CH:18][C:19]([O:20][C:21]4[CH:29]=[CH:28][C:24]([C:25]([OH:27])=[O:26])=[CH:23][CH:22]=4)=[CH:30][CH:31]=3)[CH2:11][CH2:10]2)=[CH:32][CH:33]=1. The catalyst class is: 8. (5) Reactant: C([O:3][C:4]([C:6]1([NH:17][C:18]([C:20]2[C:29]3[CH2:28][CH2:27][CH2:26][CH2:25][C:24]=3[CH:23]=[CH:22][CH:21]=2)=[O:19])[C@H:14]([CH3:15])[C:13]2[C:8](=[CH:9][CH:10]=[CH:11][CH:12]=2)[C@@H:7]1[CH3:16])=[O:5])C.[OH-].[K+].O. Product: [CH3:16][C@H:7]1[C:8]2[C:13](=[CH:12][CH:11]=[CH:10][CH:9]=2)[C@@H:14]([CH3:15])[C:6]1([NH:17][C:18]([C:20]1[C:29]2[CH2:28][CH2:27][CH2:26][CH2:25][C:24]=2[CH:23]=[CH:22][CH:21]=1)=[O:19])[C:4]([OH:5])=[O:3]. The catalyst class is: 14.